Binary Classification. Given a miRNA mature sequence and a target amino acid sequence, predict their likelihood of interaction. From a dataset of Experimentally validated miRNA-target interactions with 360,000+ pairs, plus equal number of negative samples. The miRNA is mmu-miR-338-3p with sequence UCCAGCAUCAGUGAUUUUGUUG. The protein sequence of the target gene is MNTNSKEVLSLGVQVPEAWEELLTMKVEAKSHLQWQESRLKRSNPLAREIFRRHFRQLCYQETPGPREALTRLQELCYQWLRPHVSTKEQILDLLVLEQFLSILPKELQGWVREHCPESGEEAVILLEDLERELDEPQHEMVAHRHRQEVLCKEMVPLAEQTPLTLQSQPKEPQLTCDSAQKCHSIGETDEVTKTEDRELVLRKDCPKIVEPHGKMFNEQTWEVSQQDPSHGEVGEHKDRIERQWGNLLGEGQHKCDECGKSFTQSSGLIRHQRIHTGERPYECNECGKAFSRSSGLFNH.... Result: 0 (no interaction).